From a dataset of Catalyst prediction with 721,799 reactions and 888 catalyst types from USPTO. Predict which catalyst facilitates the given reaction. Reactant: [OH:1][C:2]1[CH:7]=[CH:6][CH:5]=[CH:4][C:3]=1[NH:8][C:9]1[O:10][CH2:11][C:12](=[O:19])[C:13]=1[C:14]([O:16][CH2:17][CH3:18])=[O:15].Cl[CH2:21][CH2:22][OH:23].C(=O)([O-])[O-].[K+].[K+].C(OCC)(=O)C. Product: [OH:23][CH2:22][CH2:21][O:1][C:2]1[CH:7]=[CH:6][CH:5]=[CH:4][C:3]=1[NH:8][C:9]1[O:10][CH2:11][C:12](=[O:19])[C:13]=1[C:14]([O:16][CH2:17][CH3:18])=[O:15]. The catalyst class is: 9.